From a dataset of Reaction yield outcomes from USPTO patents with 853,638 reactions. Predict the reaction yield, written as a fraction of the theoretical maximum amount of product (1.0 means a 100% yield; for example, 0.34 means a 34% yield). (1) The catalyst is CN(C=O)C.O. The yield is 0.550. The product is [CH2:1]([O:3][C:4](=[O:20])[CH2:5][CH:6]([N:10]1[C:14]2[CH:15]=[CH:16][CH:17]=[CH:18][C:13]=2[N:12]([CH2:31][C:29]2[CH:30]=[C:22]([Br:21])[CH:23]=[C:24]3[C:28]=2[N:27]([CH3:36])[CH:26]=[CH:25]3)[C:11]1=[O:19])[CH2:7][CH2:8][CH3:9])[CH3:2]. The reactants are [CH2:1]([O:3][C:4](=[O:20])[CH2:5][CH:6]([N:10]1[C:14]2[CH:15]=[CH:16][CH:17]=[CH:18][C:13]=2[NH:12][C:11]1=[O:19])[CH2:7][CH2:8][CH3:9])[CH3:2].[Br:21][C:22]1[CH:23]=[C:24]2[C:28](=[C:29]([CH2:31][N+](C)(C)C)[CH:30]=1)[N:27]([CH3:36])[CH:26]=[CH:25]2.[I-].C([O-])([O-])=O.[K+].[K+]. (2) The reactants are [Si:1]([O:8][C@@H:9]1[C@@H:14]([CH3:15])[CH2:13][NH:12][CH2:11][C@H:10]1[NH:16][C:17](=[O:23])[O:18][C:19]([CH3:22])([CH3:21])[CH3:20])([C:4]([CH3:7])([CH3:6])[CH3:5])([CH3:3])[CH3:2].CCN(C(C)C)C(C)C.Cl[C:34]1[CH:39]=[CH:38][N:37]=[CH:36][C:35]=1[N+:40]([O-:42])=[O:41]. The catalyst is CC(O)C. The product is [Si:1]([O:8][C@@H:9]1[C@@H:14]([CH3:15])[CH2:13][N:12]([C:34]2[CH:39]=[CH:38][N:37]=[CH:36][C:35]=2[N+:40]([O-:42])=[O:41])[CH2:11][C@H:10]1[NH:16][C:17](=[O:23])[O:18][C:19]([CH3:22])([CH3:21])[CH3:20])([C:4]([CH3:7])([CH3:5])[CH3:6])([CH3:3])[CH3:2]. The yield is 0.760. (3) The reactants are [H-].[Na+].[CH2:3]([N:10]([CH2:29][C:30]1[CH:35]=[CH:34][CH:33]=[CH:32][CH:31]=1)[CH:11]1[CH2:15][CH:14]([CH3:16])[CH:13]([C:17]2[N:21]3[C:22]4[CH:28]=[CH:27][NH:26][C:23]=4[N:24]=[CH:25][C:20]3=[N:19][CH:18]=2)[CH2:12]1)[C:4]1[CH:9]=[CH:8][CH:7]=[CH:6][CH:5]=1.[CH3:36][Si:37]([CH2:40][CH2:41][O:42][CH2:43]Cl)([CH3:39])[CH3:38]. The catalyst is CN(C=O)C. The product is [CH2:29]([N:10]([CH2:3][C:4]1[CH:9]=[CH:8][CH:7]=[CH:6][CH:5]=1)[CH:11]1[CH2:12][CH:13]([C:17]2[N:21]3[C:22]4[CH:28]=[CH:27][N:26]([CH2:43][O:42][CH2:41][CH2:40][Si:37]([CH3:39])([CH3:38])[CH3:36])[C:23]=4[N:24]=[CH:25][C:20]3=[N:19][CH:18]=2)[CH:14]([CH3:16])[CH2:15]1)[C:30]1[CH:35]=[CH:34][CH:33]=[CH:32][CH:31]=1. The yield is 0.600. (4) The reactants are C([NH:11][CH2:12][CH2:13][CH2:14][CH2:15][C:16]1[CH:21]=[CH:20][CH:19]=[CH:18][C:17]=1[O:22][CH2:23][CH:24]([O:30][C:31](=[O:33])[CH3:32])[CH2:25][O:26][C:27](=[O:29])[CH3:28])(OCC1C=CC=CC=1)=O.C(O)(=O)C. The catalyst is CO.[Pd]. The product is [C:31]([O:30][CH:24]([CH2:25][O:26][C:27](=[O:29])[CH3:28])[CH2:23][O:22][C:17]1[CH:18]=[CH:19][CH:20]=[CH:21][C:16]=1[CH2:15][CH2:14][CH2:13][CH2:12][NH2:11])(=[O:33])[CH3:32]. The yield is 0.860. (5) The reactants are [Cl:1][C:2]1[CH:3]=[C:4]([CH:9]([C:12]2[C:17]([CH:18]([CH3:20])[CH3:19])=[C:16]([O:21][CH3:22])[N:15]=[C:14]([O:23][CH3:24])[N:13]=2)C#N)[CH:5]=[C:6]([CH3:8])[CH:7]=1.[H-].[Na+].CN(C=[O:31])C. No catalyst specified. The product is [Cl:1][C:2]1[CH:3]=[C:4]([C:9]([C:12]2[C:17]([CH:18]([CH3:20])[CH3:19])=[C:16]([O:21][CH3:22])[N:15]=[C:14]([O:23][CH3:24])[N:13]=2)=[O:31])[CH:5]=[C:6]([CH3:8])[CH:7]=1. The yield is 0.800. (6) The yield is 0.700. The reactants are [C:1]1([C:7]2([OH:40])[CH2:12][CH2:11][N:10]([CH2:13][CH2:14][O:15][C:16]3[CH:21]=[CH:20][C:19]([O:22][C:23]4[N:27](COCC[Si](C)(C)C)[C:26]5[CH:36]=[CH:37][CH:38]=[CH:39][C:25]=5[N:24]=4)=[CH:18][CH:17]=3)[CH2:9][CH2:8]2)[CH:6]=[CH:5][CH:4]=[CH:3][CH:2]=1.ClC1N(COCC[Si](C)(C)C)C2C=CC=CC=2N=1.OC1C=CC(OCCN2CCC(C3C=CC=CC=3)(O)CC2)=CC=1.C([O-])([O-])=O.[Cs+].[Cs+]. The product is [NH:24]1[C:25]2[CH:39]=[CH:38][CH:37]=[CH:36][C:26]=2[N:27]=[C:23]1[O:22][C:19]1[CH:18]=[CH:17][C:16]([O:15][CH2:14][CH2:13][N:10]2[CH2:9][CH2:8][C:7]([C:1]3[CH:2]=[CH:3][CH:4]=[CH:5][CH:6]=3)([OH:40])[CH2:12][CH2:11]2)=[CH:21][CH:20]=1. The catalyst is CN(C=O)C. (7) The reactants are CC(OI1(OC(C)=O)(OC(C)=O)OC(=O)C2C=CC=CC1=2)=O.[Cl:23][C:24]1[C:32]2[N:31]=[C:30]3[N:33]([C:37]4[C:38]([CH3:46])=[N:39][C:40]([O:44][CH3:45])=[N:41][C:42]=4[CH3:43])[CH2:34][CH2:35][CH2:36][N:29]3[C:28]=2[C:27]([CH:47]([OH:50])[CH2:48][CH3:49])=[CH:26][CH:25]=1. The catalyst is CS(C)=O.C(#N)C.C(=O)([O-])O.[Na+]. The product is [Cl:23][C:24]1[C:32]2[N:31]=[C:30]3[N:33]([C:37]4[C:38]([CH3:46])=[N:39][C:40]([O:44][CH3:45])=[N:41][C:42]=4[CH3:43])[CH2:34][CH2:35][CH2:36][N:29]3[C:28]=2[C:27]([C:47](=[O:50])[CH2:48][CH3:49])=[CH:26][CH:25]=1. The yield is 0.970.